Dataset: Acute oral toxicity (LD50) regression data from Zhu et al.. Task: Regression/Classification. Given a drug SMILES string, predict its toxicity properties. Task type varies by dataset: regression for continuous values (e.g., LD50, hERG inhibition percentage) or binary classification for toxic/non-toxic outcomes (e.g., AMES mutagenicity, cardiotoxicity, hepatotoxicity). Dataset: ld50_zhu. (1) The compound is CC(=CC(O)(C(F)(F)F)C(F)(F)F)CC(O)(C(F)(F)F)C(F)(F)F. The rat oral LD50 is 4.33, given as -log10 of the dose in mol/kg body weight (higher means more acutely toxic). (2) The molecule is O=C(CS)OCCOC(=O)CS. The rat oral LD50 is 2.80, given as -log10 of the dose in mol/kg body weight (higher means more acutely toxic). (3) The drug is CCCCCCCC(=O)OCC(COC(=O)CCCCCCC)OC(=O)CCCCCCC. The rat oral LD50 is 1.15, given as -log10 of the dose in mol/kg body weight (higher means more acutely toxic). (4) The drug is COC(=O)C(OC(C)=O)=C(OC(C)=O)C(=O)OC. The rat oral LD50 is 1.44, given as -log10 of the dose in mol/kg body weight (higher means more acutely toxic). (5) The compound is CC1=NN(c2ccccc2)C(=O)C1C=O. The rat oral LD50 is 2.45, given as -log10 of the dose in mol/kg body weight (higher means more acutely toxic). (6) The compound is C(COCC1CO1)OCC1CO1. The rat oral LD50 is 1.79, given as -log10 of the dose in mol/kg body weight (higher means more acutely toxic). (7) The drug is Cc1cc(O)c(C(C)(C)C)cc1C. The rat oral LD50 is 2.24, given as -log10 of the dose in mol/kg body weight (higher means more acutely toxic). (8) The molecule is CC(C(=O)O)c1ccc(C(=O)c2ccccc2)s1. The rat oral LD50 is 3.16, given as -log10 of the dose in mol/kg body weight (higher means more acutely toxic). (9) The compound is CCOP(=O)(C#N)N(C)C. The rat oral LD50 is 4.64, given as -log10 of the dose in mol/kg body weight (higher means more acutely toxic). (10) The compound is CCCC(Cc1ccccc1)N1CCCC1. The rat oral LD50 is 3.14, given as -log10 of the dose in mol/kg body weight (higher means more acutely toxic).